This data is from Full USPTO retrosynthesis dataset with 1.9M reactions from patents (1976-2016). The task is: Predict the reactants needed to synthesize the given product. (1) Given the product [CH2:11]([N:7]1[C:8]([CH3:10])=[CH:9][C:5]([C:3]([OH:4])=[O:2])=[C:6]1[CH:18]([CH3:20])[CH3:19])[C:12]1[CH:13]=[CH:14][CH:15]=[CH:16][CH:17]=1, predict the reactants needed to synthesize it. The reactants are: C[O:2][C:3]([C:5]1[CH:9]=[C:8]([CH3:10])[N:7]([CH2:11][C:12]2[CH:17]=[CH:16][CH:15]=[CH:14][CH:13]=2)[C:6]=1[CH:18]([CH3:20])[CH3:19])=[O:4].[OH-].[Na+]. (2) Given the product [CH3:24][O:23][C:22]1[CH:21]=[CH:20][C:19]([C:30]2[CH:31]=[N:32][CH:33]=[CH:34][CH:35]=2)=[CH:18][C:17]=1[CH2:16][NH:15][CH:12]1[CH2:13][CH2:14][CH:9]([N:8]([CH3:28])[C:1](=[O:2])[O:3][C:4]([CH3:7])([CH3:6])[CH3:5])[CH2:10][CH2:11]1, predict the reactants needed to synthesize it. The reactants are: [C:1]([N:8]([CH3:28])[CH:9]1[CH2:14][CH2:13][CH:12]([NH:15][CH2:16][C:17]2[CH:18]=[C:19](B(O)O)[CH:20]=[CH:21][C:22]=2[O:23][CH3:24])[CH2:11][CH2:10]1)([O:3][C:4]([CH3:7])([CH3:6])[CH3:5])=[O:2].Br[C:30]1[CH:31]=[N:32][CH:33]=[CH:34][CH:35]=1.